Dataset: Reaction yield outcomes from USPTO patents with 853,638 reactions. Task: Predict the reaction yield, written as a fraction of the theoretical maximum amount of product (1.0 means a 100% yield; for example, 0.34 means a 34% yield). (1) The reactants are [CH3:1][O:2][C:3](=[O:39])[NH:4][CH2:5][CH2:6][CH2:7][O:8][C:9]1[CH:14]=[CH:13][C:12]([C:15]([N:17]2[C:26]3[C:21](=[CH:22][CH:23]=[CH:24][CH:25]=3)[C@H:20]([N:27]([C:35](=[O:37])[CH3:36])[C:28]3[CH:33]=[CH:32][C:31]([Cl:34])=[CH:30][CH:29]=3)[CH2:19][C@@H:18]2[CH3:38])=[O:16])=[CH:11][CH:10]=1.[H-].[Na+].[CH2:42](I)[CH3:43]. The catalyst is C1COCC1.CN(C=O)C. The product is [CH3:1][O:2][C:3](=[O:39])[N:4]([CH2:5][CH2:6][CH2:7][O:8][C:9]1[CH:10]=[CH:11][C:12]([C:15]([N:17]2[C:26]3[C:21](=[CH:22][CH:23]=[CH:24][CH:25]=3)[C@H:20]([N:27]([C:35](=[O:37])[CH3:36])[C:28]3[CH:29]=[CH:30][C:31]([Cl:34])=[CH:32][CH:33]=3)[CH2:19][C@@H:18]2[CH3:38])=[O:16])=[CH:13][CH:14]=1)[CH2:42][CH3:43]. The yield is 0.350. (2) The reactants are [CH2:1]([C:5]1[N:6]=[C:7]([CH3:27])[NH:8][C:9](=[O:26])[C:10]=1[CH2:11][C:12]1[CH:17]=[CH:16][C:15]([C:18]2[C:19]([C:24]#[N:25])=[CH:20][CH:21]=[CH:22][CH:23]=2)=[CH:14][CH:13]=1)[CH2:2][CH2:3][CH3:4].[H-].[Na+].CN(C)C=O.Br[CH2:36][C:37]1[CH:42]=[CH:41][C:40]([CH3:43])=[CH:39][CH:38]=1. The catalyst is C(OCC)(=O)C. The product is [CH2:1]([C:5]1[N:6]=[C:7]([CH3:27])[N:8]([CH2:36][C:37]2[CH:42]=[CH:41][C:40]([CH3:43])=[CH:39][CH:38]=2)[C:9](=[O:26])[C:10]=1[CH2:11][C:12]1[CH:17]=[CH:16][C:15]([C:18]2[C:19]([C:24]#[N:25])=[CH:20][CH:21]=[CH:22][CH:23]=2)=[CH:14][CH:13]=1)[CH2:2][CH2:3][CH3:4]. The yield is 0.610. (3) The reactants are [CH2:1]([NH2:4])[C:2]#[CH:3].[F:5][C:6]([F:20])([F:19])[O:7][C:8]1[CH:18]=[CH:17][C:11]2[N:12]=[C:13](NN)[S:14][C:10]=2[CH:9]=1.O=S(Cl)Cl. No catalyst specified. The product is [CH2:1]([NH:4][C:13]1[S:14][C:10]2[CH:9]=[C:8]([O:7][C:6]([F:20])([F:5])[F:19])[CH:18]=[CH:17][C:11]=2[N:12]=1)[C:2]#[CH:3]. The yield is 0.370. (4) The reactants are CO[CH:3]=[CH:4][C:5]1[CH:10]=[CH:9][CH:8]=[CH:7][N:6]=1.[S:11](=O)(=O)(O)O.N1CCOCC1.[C:22]([CH2:24][C:25]([NH2:27])=[O:26])#[N:23].[S]. The catalyst is C(O)C.O. The product is [NH2:23][C:22]1[S:11][C:4]([C:5]2[CH:10]=[CH:9][CH:8]=[CH:7][N:6]=2)=[CH:3][C:24]=1[C:25]([NH2:27])=[O:26]. The yield is 0.170. (5) The reactants are [Al+3].[Cl-].[Cl-].[Cl-].[C:5]1([NH:11][C:12](=[O:17])[CH:13]=[C:14]([CH3:16])[CH3:15])[CH:10]=[CH:9][CH:8]=[CH:7][CH:6]=1. The catalyst is C1C=CC=CC=1. The product is [CH3:16][C:14]1([CH3:15])[C:10]2[C:5](=[CH:6][CH:7]=[CH:8][CH:9]=2)[NH:11][C:12](=[O:17])[CH2:13]1. The yield is 0.860. (6) The catalyst is Cl. The product is [NH2:10][CH2:9][C:8]1[C:3](=[O:2])[NH:4][C:5]([CH3:19])=[CH:6][C:7]=1[CH3:18]. The reactants are C[O:2][C:3]1[C:8]([CH2:9][NH:10]C(=O)OC(C)(C)C)=[C:7]([CH3:18])[CH:6]=[C:5]([CH3:19])[N:4]=1. The yield is 0.550.